This data is from NCI-60 drug combinations with 297,098 pairs across 59 cell lines. The task is: Regression. Given two drug SMILES strings and cell line genomic features, predict the synergy score measuring deviation from expected non-interaction effect. Cell line: HCC-2998. Drug 2: CC1C(C(=O)NC(C(=O)N2CCCC2C(=O)N(CC(=O)N(C(C(=O)O1)C(C)C)C)C)C(C)C)NC(=O)C3=C4C(=C(C=C3)C)OC5=C(C(=O)C(=C(C5=N4)C(=O)NC6C(OC(=O)C(N(C(=O)CN(C(=O)C7CCCN7C(=O)C(NC6=O)C(C)C)C)C)C(C)C)C)N)C. Synergy scores: CSS=23.1, Synergy_ZIP=-0.322, Synergy_Bliss=2.20, Synergy_Loewe=2.04, Synergy_HSA=2.91. Drug 1: C1=CC(=C2C(=C1NCCNCCO)C(=O)C3=C(C=CC(=C3C2=O)O)O)NCCNCCO.